Dataset: Catalyst prediction with 721,799 reactions and 888 catalyst types from USPTO. Task: Predict which catalyst facilitates the given reaction. (1) Reactant: [Cl:1][C:2]1[CH:3]=[CH:4][C:5]2[N:11]3[CH:12]=[CH:13][CH:14]=[C:10]3[C@@H:9]([CH2:15][CH2:16][C:17]3[N:18]=[N:19][N:20]([CH2:22][C:23]([O:25]CC)=[O:24])[CH:21]=3)[O:8][C@H:7]([C:28]3[CH:33]=[CH:32][CH:31]=[C:30]([O:34][CH3:35])[C:29]=3[O:36][CH3:37])[C:6]=2[CH:38]=1.O.C(=O)([O-])[O-].[K+].[K+].C(O)(=O)CC(CC(O)=O)(C(O)=O)O. Product: [Cl:1][C:2]1[CH:3]=[CH:4][C:5]2[N:11]3[CH:12]=[CH:13][CH:14]=[C:10]3[C@@H:9]([CH2:15][CH2:16][C:17]3[N:18]=[N:19][N:20]([CH2:22][C:23]([OH:25])=[O:24])[CH:21]=3)[O:8][C@H:7]([C:28]3[CH:33]=[CH:32][CH:31]=[C:30]([O:34][CH3:35])[C:29]=3[O:36][CH3:37])[C:6]=2[CH:38]=1. The catalyst class is: 254. (2) Reactant: [C:1]([CH2:3][CH:4](OS(C)(=O)=O)[CH2:5][N:6]1[CH2:12][CH2:11][CH2:10][N:9]([C:13]([O:15][C:16]([CH3:19])([CH3:18])[CH3:17])=[O:14])[CH2:8][CH2:7]1)#[N:2].[NH:25]1[CH:29]=[C:28]([C:30]2[C:31]3[CH:38]=[CH:37][N:36]([CH2:39][O:40][CH2:41][CH2:42][Si:43]([CH3:46])([CH3:45])[CH3:44])[C:32]=3[N:33]=[CH:34][N:35]=2)[CH:27]=[N:26]1.C(=O)([O-])[O-].[K+].[K+]. Product: [C:1]([CH2:3][CH:4]([N:25]1[CH:29]=[C:28]([C:30]2[C:31]3[CH:38]=[CH:37][N:36]([CH2:39][O:40][CH2:41][CH2:42][Si:43]([CH3:46])([CH3:45])[CH3:44])[C:32]=3[N:33]=[CH:34][N:35]=2)[CH:27]=[N:26]1)[CH2:5][N:6]1[CH2:12][CH2:11][CH2:10][N:9]([C:13]([O:15][C:16]([CH3:19])([CH3:18])[CH3:17])=[O:14])[CH2:8][CH2:7]1)#[N:2]. The catalyst class is: 39. (3) Reactant: C[O:2][C:3](=O)[C@H:4]([NH:15][S:16]([C:19]1[CH:24]=[C:23]([Br:25])[CH:22]=[CH:21][C:20]=1[O:26][CH:27]([CH3:29])[CH3:28])(=[O:18])=[O:17])[CH2:5][C:6]1[C:14]2[C:9](=[CH:10][CH:11]=[CH:12][CH:13]=2)[NH:8][CH:7]=1.[BH4-].[Li+].CO. Product: [Br:25][C:23]1[CH:22]=[CH:21][C:20]([O:26][CH:27]([CH3:29])[CH3:28])=[C:19]([S:16]([NH:15][C@H:4]([CH2:5][C:6]2[C:14]3[C:9](=[CH:10][CH:11]=[CH:12][CH:13]=3)[NH:8][CH:7]=2)[CH2:3][OH:2])(=[O:17])=[O:18])[CH:24]=1. The catalyst class is: 1. (4) Reactant: [OH:1][C:2]1[CH:3]=[C:4]([CH:7]=[CH:8][CH:9]=1)[CH:5]=[O:6].C([O-])([O-])=O.[K+].[K+].[Na+].[I-].[CH3:18][S:19][CH2:20]Cl. Product: [CH3:18][S:19][CH2:20][O:1][C:2]1[CH:3]=[C:4]([CH:7]=[CH:8][CH:9]=1)[CH:5]=[O:6]. The catalyst class is: 21.